From a dataset of Forward reaction prediction with 1.9M reactions from USPTO patents (1976-2016). Predict the product of the given reaction. (1) Given the reactants [F:1][C:2]1[CH:3]=[C:4]([N:20]2[CH2:24][C@H:23]([CH2:25][NH:26]C(=O)OC(C)(C)C)[O:22][C:21]2=[O:34])[CH:5]=[CH:6][C:7]=1[C:8]1[S:9][C:10]([CH2:13][C:14]2[CH:19]=[CH:18][CH:17]=[CH:16][N:15]=2)=[N:11][N:12]=1.C(O)(C(F)(F)F)=O, predict the reaction product. The product is: [NH2:26][CH2:25][C@@H:23]1[O:22][C:21](=[O:34])[N:20]([C:4]2[CH:5]=[CH:6][C:7]([C:8]3[S:9][C:10]([CH2:13][C:14]4[CH:19]=[CH:18][CH:17]=[CH:16][N:15]=4)=[N:11][N:12]=3)=[C:2]([F:1])[CH:3]=2)[CH2:24]1. (2) Given the reactants [CH3:1][CH:2]([C:4]1[N:8]([CH2:9][CH2:10][C@@H:11]([OH:19])[CH2:12][C@@H:13]([OH:18])[CH2:14][C:15]([OH:17])=[O:16])[C:7]([C:20]2[CH:21]=[CH:22][C:23]([F:26])=[CH:24][CH:25]=2)=[C:6]([C:27]2[CH:28]=[CH:29][CH:30]=[CH:31][CH:32]=2)[C:5]=1[C:33]([NH:35][C:36]1[CH:37]=[CH:38][CH:39]=[CH:40][CH:41]=1)=[O:34])[CH3:3].C([O-])(=O)C.[Ca+2:46].C([O-])(=O)C.[OH-].[Na+], predict the reaction product. The product is: [CH3:3][CH:2]([C:4]1[N:8]([CH2:9][CH2:10][C@@H:11]([OH:19])[CH2:12][C@@H:13]([OH:18])[CH2:14][C:15]([O-:17])=[O:16])[C:7]([C:20]2[CH:25]=[CH:24][C:23]([F:26])=[CH:22][CH:21]=2)=[C:6]([C:27]2[CH:32]=[CH:31][CH:30]=[CH:29][CH:28]=2)[C:5]=1[C:33]([NH:35][C:36]1[CH:41]=[CH:40][CH:39]=[CH:38][CH:37]=1)=[O:34])[CH3:1].[CH3:3][CH:2]([C:4]1[N:8]([CH2:9][CH2:10][C@@H:11]([OH:19])[CH2:12][C@@H:13]([OH:18])[CH2:14][C:15]([O-:17])=[O:16])[C:7]([C:20]2[CH:25]=[CH:24][C:23]([F:26])=[CH:22][CH:21]=2)=[C:6]([C:27]2[CH:32]=[CH:31][CH:30]=[CH:29][CH:28]=2)[C:5]=1[C:33]([NH:35][C:36]1[CH:41]=[CH:40][CH:39]=[CH:38][CH:37]=1)=[O:34])[CH3:1].[Ca+2:46]. (3) Given the reactants [Cl:1][C:2]1[C:20]([OH:21])=[CH:19][CH:18]=[C:17]([Cl:22])[C:3]=1[CH2:4][CH:5]1[CH2:9][CH2:8][N:7]([CH:10]2[CH2:15][CH2:14][CH2:13][CH2:12][CH2:11]2)[C:6]1=[O:16].C1C(=O)N([Br:30])C(=O)C1, predict the reaction product. The product is: [Br:30][C:19]1[CH:18]=[C:17]([Cl:22])[C:3]([CH2:4][CH:5]2[CH2:9][CH2:8][N:7]([CH:10]3[CH2:11][CH2:12][CH2:13][CH2:14][CH2:15]3)[C:6]2=[O:16])=[C:2]([Cl:1])[C:20]=1[OH:21]. (4) Given the reactants [C:1]([C:3]1[CH:8]=[CH:7][C:6](B(O)O)=[CH:5][C:4]=1[F:12])#[N:2].Br[C:14]1[CH:15]=[C:16]([CH:18]=[CH:19][CH:20]=1)[NH2:17].[O-]P([O-])([O-])=O.[K+].[K+].[K+].C1(P(C2CCCCC2)C2CCCCC2)CCCCC1, predict the reaction product. The product is: [C:1]([C:3]1[CH:8]=[CH:7][C:6]([C:14]2[CH:20]=[CH:19][CH:18]=[C:16]([NH2:17])[CH:15]=2)=[CH:5][C:4]=1[F:12])#[N:2]. (5) The product is: [F:11][C:12]1[CH:13]=[C:14]([CH2:20][CH2:21][CH:22]2[NH:9][CH2:8][CH2:7][N:5]3[C:4]([CH3:10])=[N:3][C:2]([I:1])=[C:6]23)[CH:15]=[C:16]([F:19])[C:17]=1[CH3:18]. Given the reactants [I:1][C:2]1[N:3]=[C:4]([CH3:10])[N:5]([CH2:7][CH2:8][NH2:9])[CH:6]=1.[F:11][C:12]1[CH:13]=[C:14]([CH2:20][CH2:21][CH:22]=O)[CH:15]=[C:16]([F:19])[C:17]=1[CH3:18], predict the reaction product. (6) Given the reactants Cl.C([O:4][CH2:5][CH2:6][O:7][NH:8][C:9]([C:11]1[C:16]([NH:17][C:18]2[CH:23]=[CH:22][C:21]([Br:24])=[CH:20][C:19]=2[F:25])=[CH:15][C:14](=[O:26])[N:13]([CH3:27])[CH:12]=1)=[O:10])=C.CCO.[OH-].[Na+], predict the reaction product. The product is: [OH:4][CH2:5][CH2:6][O:7][NH:8][C:9]([C:11]1[C:16]([NH:17][C:18]2[CH:23]=[CH:22][C:21]([Br:24])=[CH:20][C:19]=2[F:25])=[CH:15][C:14](=[O:26])[N:13]([CH3:27])[CH:12]=1)=[O:10]. (7) Given the reactants [F:1][C:2]([F:22])([F:21])[C:3]([N:5]1[CH2:11][CH:10]([CH:12]([CH3:14])[CH3:13])[C:9]2[CH:15]=[C:16]([Br:20])[C:17]([OH:19])=[CH:18][C:8]=2[CH2:7][CH2:6]1)=[O:4].[C:23](N=P(N(C)C)(N(C)C)N(C)C)(C)([CH3:25])[CH3:24].[Br-], predict the reaction product. The product is: [F:22][C:2]([F:1])([F:21])[C:3]([N:5]1[CH2:11][CH:10]([CH:12]([CH3:14])[CH3:13])[C:9]2[CH:15]=[C:16]([Br:20])[C:17]([O:19][CH2:25][CH:23]=[CH2:24])=[CH:18][C:8]=2[CH2:7][CH2:6]1)=[O:4]. (8) Given the reactants [N:1]1[CH:6]=[CH:5][CH:4]=[C:3]([C:7]2[S:8][C:9]([C:16]([OH:18])=O)=[C:10]([C:12]([F:15])([F:14])[F:13])[N:11]=2)[CH:2]=1.S(Cl)(Cl)=O.[S:23]1[CH2:26][CH:25]([NH2:27])[CH2:24]1.Br.C(N(CC)CC)C, predict the reaction product. The product is: [S:23]1[CH2:26][CH:25]([NH:27][C:16]([C:9]2[S:8][C:7]([C:3]3[CH:2]=[N:1][CH:6]=[CH:5][CH:4]=3)=[N:11][C:10]=2[C:12]([F:13])([F:14])[F:15])=[O:18])[CH2:24]1. (9) Given the reactants [C:1]([NH:6][C:7]1[CH:8]=[N:9][N:10]([CH:30]([F:32])[F:31])[C:11]=1[C:12]1[CH:17]=[CH:16][N:15]=[C:14]([C@@H:18]([NH:22][C:23](=[O:29])[O:24][C:25]([CH3:28])([CH3:27])[CH3:26])[CH2:19][CH:20]=[CH2:21])[CH:13]=1)(=[O:5])[CH2:2]C=C, predict the reaction product. The product is: [F:31][CH:30]([F:32])[N:10]1[N:9]=[CH:8][C:7]2[NH:6][C:1](=[O:5])[CH2:2][CH:21]=[CH:20][CH2:19][C@H:18]([NH:22][C:23](=[O:29])[O:24][C:25]([CH3:27])([CH3:28])[CH3:26])[C:14]3[CH:13]=[C:12]([CH:17]=[CH:16][N:15]=3)[C:11]1=2.